Predict the product of the given reaction. From a dataset of Forward reaction prediction with 1.9M reactions from USPTO patents (1976-2016). (1) Given the reactants ClC1C=CC=CC=1NC(=O)NC1C=CC(C2C=C3C(CN([C@@H](C(C)C)C(O)=O)C3=O)=CC=2)=NC=1.[CH2:35]1[C:43]2[C:38](=[CH:39][C:40]([NH:44][C:45](=[O:71])[NH:46][C:47]3[CH:48]=[CH:49][C:50]([C:53]4[CH:61]=[C:60]5[C:56]([CH2:57][N:58]([C@@H:63]([CH:68]([CH3:70])[CH3:69])[C:64]([O:66]C)=[O:65])[C:59]5=[O:62])=[CH:55][CH:54]=4)=[N:51][CH:52]=3)=[CH:41][CH:42]=2)[CH2:37][CH2:36]1, predict the reaction product. The product is: [CH2:35]1[C:43]2[C:38](=[CH:39][C:40]([NH:44][C:45](=[O:71])[NH:46][C:47]3[CH:48]=[CH:49][C:50]([C:53]4[CH:61]=[C:60]5[C:56]([CH2:57][N:58]([C@@H:63]([CH:68]([CH3:69])[CH3:70])[C:64]([OH:66])=[O:65])[C:59]5=[O:62])=[CH:55][CH:54]=4)=[N:51][CH:52]=3)=[CH:41][CH:42]=2)[CH2:37][CH2:36]1. (2) Given the reactants [Br:1][C:2]1[CH:7]=[CH:6][C:5]([C@@H:8]([NH:10][CH2:11][CH2:12][C:13]([C:23]2[CH:28]=[CH:27][CH:26]=[CH:25][CH:24]=2)([CH2:20][CH:21]=[CH2:22])[CH2:14][C:15]([O:17]CC)=O)[CH3:9])=[CH:4][CH:3]=1, predict the reaction product. The product is: [CH2:20]([C@:13]1([C:23]2[CH:24]=[CH:25][CH:26]=[CH:27][CH:28]=2)[CH2:12][CH2:11][N:10]([C@H:8]([C:5]2[CH:4]=[CH:3][C:2]([Br:1])=[CH:7][CH:6]=2)[CH3:9])[C:15](=[O:17])[CH2:14]1)[CH:21]=[CH2:22]. (3) Given the reactants [C:1]([O:5][C:6]([N:8]1[CH2:12][CH2:11][CH:10]([C:13]2[S:14][CH:15]=[C:16]([CH2:18]Cl)[N:17]=2)[CH2:9]1)=[O:7])([CH3:4])([CH3:3])[CH3:2].[N:20]1([C:25]2[CH:30]=[CH:29][C:28]([OH:31])=[CH:27][CH:26]=2)[CH:24]=[N:23][N:22]=[N:21]1, predict the reaction product. The product is: [C:1]([O:5][C:6]([N:8]1[CH2:12][CH2:11][CH:10]([C:13]2[S:14][CH:15]=[C:16]([CH2:18][O:31][C:28]3[CH:29]=[CH:30][C:25]([N:20]4[CH:24]=[N:23][N:22]=[N:21]4)=[CH:26][CH:27]=3)[N:17]=2)[CH2:9]1)=[O:7])([CH3:4])([CH3:3])[CH3:2]. (4) Given the reactants [CH2:1]([Mg]Br)[CH2:2][CH2:3][CH2:4][CH2:5][CH2:6][CH2:7][CH2:8][CH2:9][CH3:10].C([O:15][CH2:16][CH3:17])C.[BH4-].[Na+], predict the reaction product. The product is: [CH3:10][CH2:9][CH2:8][CH2:7][CH2:6][CH2:5][CH2:4][CH2:3][CH2:2][CH2:1][CH:16]([OH:15])[CH2:17][CH2:1][CH2:2][CH2:3][CH2:4][CH2:5][CH2:6][CH2:7][CH2:8]/[CH:9]=[CH:10]\[CH2:1]/[CH:2]=[CH:3]\[CH2:4][CH2:5][CH2:6][CH2:7][CH3:8]. (5) Given the reactants CC([Si](C1C=CC=CC=1)(C1C=CC=CC=1)[O:6][CH2:7][CH2:8][C@@H:9]1[CH2:15][C@@H:14]2[C@@H:12]([CH2:13]2)[CH2:11][N:10]1[C:16]([C:18]1[C:23]([C:24]2[N:29]=[CH:28][CH:27]=[CH:26][N:25]=2)=[CH:22][CH:21]=[C:20]([CH3:30])[N:19]=1)=[O:17])(C)C.CCCC[N+](CCCC)(CCCC)CCCC.[F-], predict the reaction product. The product is: [CH3:30][C:20]1[N:19]=[C:18]([C:16]([N:10]2[C@H:9]([CH2:8][CH2:7][OH:6])[CH2:15][C@@H:14]3[C@@H:12]([CH2:13]3)[CH2:11]2)=[O:17])[C:23]([C:24]2[N:29]=[CH:28][CH:27]=[CH:26][N:25]=2)=[CH:22][CH:21]=1. (6) Given the reactants CC(C)([O-])C.[K+].C(S)CCCCCCCCC.[Cl-].C[O:20][C:21]1[CH:22]=[N:23][C:24]([CH3:28])=[NH+:25][C:26]=1[CH3:27].Cl, predict the reaction product. The product is: [CH3:28][C:24]1[N:25]=[C:26]([CH3:27])[C:21]([OH:20])=[CH:22][N:23]=1. (7) Given the reactants [NH:1]1[CH2:5][CH2:4][CH2:3][CH2:2]1.[C:6](Cl)(Cl)=[O:7].[O:10]1[CH:14]=[CH:13][CH:12]=[C:11]1[C:15]1[NH:23][C:22]([NH2:24])=[N:21][C:20]2[C:16]=1[N:17]=[CH:18][N:19]=2.CCN(CC)CC, predict the reaction product. The product is: [O:10]1[CH:14]=[CH:13][CH:12]=[C:11]1[C:15]1[N:23]=[C:22]([NH2:24])[N:21]=[C:20]2[C:16]=1[N:17]=[CH:18][N:19]2[C:6]([N:1]1[CH2:5][CH2:4][CH2:3][CH2:2]1)=[O:7]. (8) Given the reactants [Cl:1][C:2]1[N:11]=[C:10](Cl)[C:9]2[C:4](=[CH:5][C:6]([CH3:13])=[CH:7][CH:8]=2)[N:3]=1.C(N(CC)CC)C.[OH:21][C@H:22]([CH2:31][CH:32]([CH3:34])[CH3:33])[C:23]([N:25]1[CH2:30][CH2:29][NH:28][CH2:27][CH2:26]1)=[O:24], predict the reaction product. The product is: [Cl:1][C:2]1[N:11]=[C:10]([N:28]2[CH2:27][CH2:26][N:25]([C:23](=[O:24])[C@H:22]([OH:21])[CH2:31][CH:32]([CH3:33])[CH3:34])[CH2:30][CH2:29]2)[C:9]2[C:4](=[CH:5][C:6]([CH3:13])=[CH:7][CH:8]=2)[N:3]=1. (9) Given the reactants Cl[C:2]1[N:7]=[C:6]([Cl:8])[N:5]=[CH:4][N:3]=1.CCN(C(C)C)C(C)C.[N:18]1([CH2:23][C:24]2[CH:25]=[C:26]([NH2:30])[CH:27]=[CH:28][CH:29]=2)[CH:22]=[CH:21][N:20]=[N:19]1, predict the reaction product. The product is: [Cl:8][C:6]1[N:5]=[CH:4][N:3]=[C:2]([NH:30][C:26]2[CH:27]=[CH:28][CH:29]=[C:24]([CH2:23][N:18]3[CH:22]=[CH:21][N:20]=[N:19]3)[CH:25]=2)[N:7]=1. (10) Given the reactants Cl.[NH2:2][C:3]1[N:4]=[C:5]2[CH:10]=[CH:9][C:8]([O:11][C:12]3[CH:13]=[CH:14][C:15]([F:28])=[C:16]([NH:18][C:19]([C:21]4[N:25]([CH3:26])[N:24]=[C:23]([CH3:27])[CH:22]=4)=[O:20])[CH:17]=3)=[N:7][N:6]2[CH:29]=1.C(N(CC)CC)C.[CH:37]1([S:40](Cl)(=[O:42])=[O:41])[CH2:39][CH2:38]1.O, predict the reaction product. The product is: [CH:37]1([S:40]([NH:2][C:3]2[N:4]=[C:5]3[CH:10]=[CH:9][C:8]([O:11][C:12]4[CH:13]=[CH:14][C:15]([F:28])=[C:16]([NH:18][C:19]([C:21]5[N:25]([CH3:26])[N:24]=[C:23]([CH3:27])[CH:22]=5)=[O:20])[CH:17]=4)=[N:7][N:6]3[CH:29]=2)(=[O:42])=[O:41])[CH2:39][CH2:38]1.